Dataset: Forward reaction prediction with 1.9M reactions from USPTO patents (1976-2016). Task: Predict the product of the given reaction. The product is: [CH2:11]([O:18][C:19]([C@@H:20]1[CH2:24][CH2:23][CH2:22][N:21]1[CH2:3][CH2:2][C:1]([O:5][C:6]([CH3:9])([CH3:8])[CH3:7])=[O:4])=[O:25])[C:12]1[CH:13]=[CH:14][CH:15]=[CH:16][CH:17]=1. Given the reactants [C:1]([O:5][C:6]([CH3:9])([CH3:8])[CH3:7])(=[O:4])[CH:2]=[CH2:3].Cl.[CH2:11]([O:18][C:19](=[O:25])[C@@H:20]1[CH2:24][CH2:23][CH2:22][NH:21]1)[C:12]1[CH:17]=[CH:16][CH:15]=[CH:14][CH:13]=1.CCN(CC)CC, predict the reaction product.